Dataset: Catalyst prediction with 721,799 reactions and 888 catalyst types from USPTO. Task: Predict which catalyst facilitates the given reaction. (1) Reactant: C([Li])CCC.CCCCCC.[CH2:12]([C:14]([C:26]1[CH:31]=[CH:30][C:29]([OH:32])=[C:28]([CH3:33])[CH:27]=1)([C:17]1[CH:22]=[CH:21][C:20]([C:23]#[CH:24])=[C:19]([CH3:25])[CH:18]=1)[CH2:15][CH3:16])[CH3:13].[CH3:34][CH2:35][C:36](=[O:39])[CH2:37][CH3:38]. Product: [CH2:12]([C:14]([C:26]1[CH:31]=[CH:30][C:29]([OH:32])=[C:28]([CH3:33])[CH:27]=1)([C:17]1[CH:22]=[CH:21][C:20]([C:23]#[C:24][C:36]([CH2:37][CH3:38])([OH:39])[CH2:35][CH3:34])=[C:19]([CH3:25])[CH:18]=1)[CH2:15][CH3:16])[CH3:13]. The catalyst class is: 7. (2) Reactant: Cl.[NH2:2][CH2:3][CH2:4][C:5]1[N:6]([CH3:24])[C:7](=[O:23])[C:8]2[C:13]([C:14]=1[C:15]1[CH:20]=[CH:19][CH:18]=[CH:17][CH:16]=1)=[CH:12][C:11]([O:21][CH3:22])=[CH:10][CH:9]=2.C(N(CC)CC)C.[C:32](Cl)(=[O:34])[CH3:33]. Product: [CH3:22][O:21][C:11]1[CH:12]=[C:13]2[C:8](=[CH:9][CH:10]=1)[C:7](=[O:23])[N:6]([CH3:24])[C:5]([CH2:4][CH2:3][NH:2][C:32](=[O:34])[CH3:33])=[C:14]2[C:15]1[CH:20]=[CH:19][CH:18]=[CH:17][CH:16]=1. The catalyst class is: 4. (3) Reactant: [CH2:1]([O:7][C:8](=O)[CH2:9][NH:10][C:11](=O)[C:12]([O:14][CH3:15])=[O:13])[CH2:2][CH2:3]/[CH:4]=[CH:5]/[CH3:6].N1C=CC=CC=1.O(S(C(F)(F)F)(=O)=O)S(C(F)(F)F)(=O)=O. The catalyst class is: 2. Product: [CH3:6][C:5]1[C:11]([C:12]([O:14][CH3:15])=[O:13])=[N:10][CH:9]=[C:8]2[O:7][CH2:1][CH2:2][CH2:3][C:4]=12. (4) Reactant: CC1C(C)=C(N)O[N:3]=1.[H-].[Na+].ClC1C=CC(C[C:17]2[S:21][C:20]3C=CC=C[C:19]=3[C:18]=2[S:26](Cl)(=[O:28])=[O:27])=CC=1. Product: [S:21]1[CH:20]=[CH:19][C:18]([S:26]([NH2:3])(=[O:28])=[O:27])=[CH:17]1. The catalyst class is: 1.